From a dataset of Full USPTO retrosynthesis dataset with 1.9M reactions from patents (1976-2016). Predict the reactants needed to synthesize the given product. (1) Given the product [Cl:25][C:12]1[N:11]([CH2:10][C:9]2[NH:26][CH2:1][CH2:2][N:3]=2)[C:19]2[C:14]([C:13]=1[S:21]([CH3:24])(=[O:22])=[O:23])=[CH:15][C:16]([Cl:20])=[CH:17][CH:18]=2, predict the reactants needed to synthesize it. The reactants are: [CH2:1](N)[CH2:2][NH2:3].Cl.C(O[C:9](=[NH:26])[CH2:10][N:11]1[C:19]2[C:14](=[CH:15][C:16]([Cl:20])=[CH:17][CH:18]=2)[C:13]([S:21]([CH3:24])(=[O:23])=[O:22])=[C:12]1[Cl:25])C. (2) Given the product [CH3:12][C:7]1[CH:6]=[C:5]([C:4]2[N:25]([NH:26][C:27](=[O:37])[C:28]3[CH:33]=[CH:32][CH:31]=[C:30]([O:34][CH3:35])[C:29]=3[CH3:36])[C:22]3([CH2:21][CH2:20][O:19][CH2:24][CH2:23]3)[O:2][N:3]=2)[CH:10]=[C:9]([CH3:11])[CH:8]=1, predict the reactants needed to synthesize it. The reactants are: Cl[O:2][N:3]=[CH:4][C:5]1[CH:10]=[C:9]([CH3:11])[CH:8]=[C:7]([CH3:12])[CH:6]=1.C([O-])([O-])=O.[K+].[K+].[O:19]1[CH2:24][CH2:23][C:22](=[N:25][NH:26][C:27](=[O:37])[C:28]2[CH:33]=[CH:32][CH:31]=[C:30]([O:34][CH3:35])[C:29]=2[CH3:36])[CH2:21][CH2:20]1.O. (3) Given the product [NH2:3][C:4]([NH:6][C:7]1[NH:8][C:9]2[C:14]([C:15]=1[C:16]([NH2:18])=[O:17])=[CH:13][CH:12]=[C:11]([C:19]1[O:20][C:21]([CH2:24][NH:2][CH3:1])=[CH:22][CH:23]=1)[CH:10]=2)=[O:5], predict the reactants needed to synthesize it. The reactants are: [CH3:1][NH2:2].[NH2:3][C:4]([NH:6][C:7]1[NH:8][C:9]2[C:14]([C:15]=1[C:16]([NH2:18])=[O:17])=[CH:13][CH:12]=[C:11]([C:19]1[O:20][C:21]([CH:24]=O)=[CH:22][CH:23]=1)[CH:10]=2)=[O:5].[BH4-].[Na+]. (4) Given the product [Cl:31][C:32]1[CH:37]=[CH:36][N:35]=[CH:34][C:33]=1[C:2]1[CH:3]=[CH:4][C:5]([C:8]2([C:11]3[N:15]4[CH2:16][CH2:17][S:18][C:19]([CH2:22][OH:23])([CH3:21])[CH2:20][C:14]4=[N:13][N:12]=3)[CH2:9][CH2:10]2)=[CH:6][CH:7]=1, predict the reactants needed to synthesize it. The reactants are: Br[C:2]1[CH:7]=[CH:6][C:5]([C:8]2([C:11]3[N:15]4[CH2:16][CH2:17][S:18][C:19]([CH2:22][O:23][Si](C(C)(C)C)(C)C)([CH3:21])[CH2:20][C:14]4=[N:13][N:12]=3)[CH2:10][CH2:9]2)=[CH:4][CH:3]=1.[Cl:31][C:32]1[CH:37]=[CH:36][N:35]=[CH:34][C:33]=1B1OC(C)(C)C(C)(C)O1.C(=O)([O-])[O-].[K+].[K+].C(=O)([O-])O.[Na+].